Dataset: Catalyst prediction with 721,799 reactions and 888 catalyst types from USPTO. Task: Predict which catalyst facilitates the given reaction. (1) The catalyst class is: 165. Reactant: [CH2:1]([Br:4])[CH:2]=[CH2:3].Br[C:6]1[CH:11]=[CH:10][C:9](Br)=[CH:8][CH:7]=1. Product: [CH2:8]([C:7]1[CH:6]=[CH:11][C:1]([Br:4])=[CH:2][CH:3]=1)[CH:9]=[CH2:10]. (2) Reactant: [Cl:1][C:2]1[C:10]([CH3:11])=[CH:9][CH:8]=[C:7]2[C:3]=1[C:4]([NH2:12])=[N:5][NH:6]2.CC1(C)OC(=O)[CH:17]([C:21]([CH:23]2[CH2:28][CH2:27][N:26]([C:29]([O:31][C:32]([CH3:35])([CH3:34])[CH3:33])=[O:30])[CH2:25][CH2:24]2)=O)[C:16](=O)[O:15]1.P([O-])([O-])([O-])=O.[K+].[K+].[K+]. Product: [Cl:1][C:2]1[C:3]2[C:7]([CH:8]=[CH:9][C:10]=1[CH3:11])=[N:6][N:5]1[C:21]([CH:23]3[CH2:28][CH2:27][N:26]([C:29]([O:31][C:32]([CH3:35])([CH3:34])[CH3:33])=[O:30])[CH2:25][CH2:24]3)=[CH:17][C:16](=[O:15])[NH:12][C:4]=21. The catalyst class is: 10.